Dataset: Forward reaction prediction with 1.9M reactions from USPTO patents (1976-2016). Task: Predict the product of the given reaction. Given the reactants [Cl:1][C:2]1[CH:3]=[C:4]([C:9]2([C:30]([F:33])([F:32])[F:31])[O:13][N:12]=[C:11]([C:14]3[CH:27]=[CH:26][C:17]([C:18]([NH:20][CH2:21][C:22]([F:25])([F:24])[F:23])=[O:19])=[C:16]([S:28][CH3:29])[CH:15]=3)[CH2:10]2)[CH:5]=[C:6]([Cl:8])[CH:7]=1.ClN1C(=[O:40])CCC1=O, predict the reaction product. The product is: [Cl:8][C:6]1[CH:5]=[C:4]([C:9]2([C:30]([F:33])([F:32])[F:31])[O:13][N:12]=[C:11]([C:14]3[CH:27]=[CH:26][C:17]([C:18]([NH:20][CH2:21][C:22]([F:23])([F:25])[F:24])=[O:19])=[C:16]([S:28]([CH3:29])=[O:40])[CH:15]=3)[CH2:10]2)[CH:3]=[C:2]([Cl:1])[CH:7]=1.